This data is from NCI-60 drug combinations with 297,098 pairs across 59 cell lines. The task is: Regression. Given two drug SMILES strings and cell line genomic features, predict the synergy score measuring deviation from expected non-interaction effect. (1) Drug 1: C1C(C(OC1N2C=NC(=NC2=O)N)CO)O. Drug 2: N.N.Cl[Pt+2]Cl. Cell line: MALME-3M. Synergy scores: CSS=68.9, Synergy_ZIP=-2.14, Synergy_Bliss=-1.98, Synergy_Loewe=2.91, Synergy_HSA=3.43. (2) Drug 1: CC1C(C(CC(O1)OC2CC(CC3=C2C(=C4C(=C3O)C(=O)C5=C(C4=O)C(=CC=C5)OC)O)(C(=O)C)O)N)O.Cl. Drug 2: CC1CCC2CC(C(=CC=CC=CC(CC(C(=O)C(C(C(=CC(C(=O)CC(OC(=O)C3CCCCN3C(=O)C(=O)C1(O2)O)C(C)CC4CCC(C(C4)OC)OCCO)C)C)O)OC)C)C)C)OC. Cell line: MDA-MB-231. Synergy scores: CSS=27.3, Synergy_ZIP=-4.72, Synergy_Bliss=5.99, Synergy_Loewe=5.68, Synergy_HSA=8.06. (3) Drug 1: CC(CN1CC(=O)NC(=O)C1)N2CC(=O)NC(=O)C2. Drug 2: C1=NC2=C(N1)C(=S)N=C(N2)N. Cell line: UO-31. Synergy scores: CSS=23.0, Synergy_ZIP=-9.77, Synergy_Bliss=-9.43, Synergy_Loewe=-11.2, Synergy_HSA=-4.16. (4) Drug 2: CCCCC(=O)OCC(=O)C1(CC(C2=C(C1)C(=C3C(=C2O)C(=O)C4=C(C3=O)C=CC=C4OC)O)OC5CC(C(C(O5)C)O)NC(=O)C(F)(F)F)O. Cell line: NCI-H226. Drug 1: CC1C(C(CC(O1)OC2CC(CC3=C2C(=C4C(=C3O)C(=O)C5=C(C4=O)C(=CC=C5)OC)O)(C(=O)C)O)N)O.Cl. Synergy scores: CSS=0.647, Synergy_ZIP=-4.44, Synergy_Bliss=-6.43, Synergy_Loewe=-9.66, Synergy_HSA=-7.13. (5) Drug 1: C1=CC(=CC=C1C#N)C(C2=CC=C(C=C2)C#N)N3C=NC=N3. Drug 2: CC(C)(C#N)C1=CC(=CC(=C1)CN2C=NC=N2)C(C)(C)C#N. Cell line: SW-620. Synergy scores: CSS=7.53, Synergy_ZIP=-6.51, Synergy_Bliss=-4.73, Synergy_Loewe=-4.52, Synergy_HSA=-4.27. (6) Drug 1: CC12CCC3C(C1CCC2=O)CC(=C)C4=CC(=O)C=CC34C. Drug 2: C1CN(P(=O)(OC1)NCCCl)CCCl. Cell line: OVCAR-8. Synergy scores: CSS=61.0, Synergy_ZIP=0.0509, Synergy_Bliss=0.216, Synergy_Loewe=-22.3, Synergy_HSA=0.315. (7) Drug 1: CC1OCC2C(O1)C(C(C(O2)OC3C4COC(=O)C4C(C5=CC6=C(C=C35)OCO6)C7=CC(=C(C(=C7)OC)O)OC)O)O. Drug 2: CCC1(CC2CC(C3=C(CCN(C2)C1)C4=CC=CC=C4N3)(C5=C(C=C6C(=C5)C78CCN9C7C(C=CC9)(C(C(C8N6C)(C(=O)OC)O)OC(=O)C)CC)OC)C(=O)OC)O.OS(=O)(=O)O. Cell line: DU-145. Synergy scores: CSS=58.6, Synergy_ZIP=-0.287, Synergy_Bliss=-3.09, Synergy_Loewe=-15.7, Synergy_HSA=0.502. (8) Drug 1: CC1C(C(CC(O1)OC2CC(CC3=C2C(=C4C(=C3O)C(=O)C5=C(C4=O)C(=CC=C5)OC)O)(C(=O)C)O)N)O.Cl. Drug 2: CC1C(C(=O)NC(C(=O)N2CCCC2C(=O)N(CC(=O)N(C(C(=O)O1)C(C)C)C)C)C(C)C)NC(=O)C3=C4C(=C(C=C3)C)OC5=C(C(=O)C(=C(C5=N4)C(=O)NC6C(OC(=O)C(N(C(=O)CN(C(=O)C7CCCN7C(=O)C(NC6=O)C(C)C)C)C)C(C)C)C)N)C. Cell line: UACC62. Synergy scores: CSS=6.99, Synergy_ZIP=-3.92, Synergy_Bliss=-3.96, Synergy_Loewe=-3.60, Synergy_HSA=-3.46. (9) Drug 1: CC12CCC(CC1=CCC3C2CCC4(C3CC=C4C5=CN=CC=C5)C)O. Drug 2: CCC(=C(C1=CC=CC=C1)C2=CC=C(C=C2)OCCN(C)C)C3=CC=CC=C3.C(C(=O)O)C(CC(=O)O)(C(=O)O)O. Cell line: DU-145. Synergy scores: CSS=-0.438, Synergy_ZIP=0.510, Synergy_Bliss=1.51, Synergy_Loewe=-0.687, Synergy_HSA=-0.497. (10) Drug 1: CC1=C(C(CCC1)(C)C)C=CC(=CC=CC(=CC(=O)O)C)C. Drug 2: C(CCl)NC(=O)N(CCCl)N=O. Cell line: CCRF-CEM. Synergy scores: CSS=17.9, Synergy_ZIP=-1.54, Synergy_Bliss=5.06, Synergy_Loewe=5.67, Synergy_HSA=5.87.